Dataset: Full USPTO retrosynthesis dataset with 1.9M reactions from patents (1976-2016). Task: Predict the reactants needed to synthesize the given product. Given the product [O:4]=[C:5]1[CH2:10][CH2:9][CH:8]([CH:11]2[CH2:15][O:14][C:13](=[O:16])[NH:12]2)[CH2:7][CH2:6]1, predict the reactants needed to synthesize it. The reactants are: O1[C:5]2([CH2:10][CH2:9][CH:8]([CH:11]3[CH2:15][O:14][C:13](=[O:16])[NH:12]3)[CH2:7][CH2:6]2)[O:4]CC1.